Dataset: Forward reaction prediction with 1.9M reactions from USPTO patents (1976-2016). Task: Predict the product of the given reaction. (1) Given the reactants C(OC([N:8]1[CH:12]2[CH2:13][CH2:14][CH:9]1[CH:10]([C:15]1[CH:16]=[N:17][C:18]([F:29])=[C:19]([C:21]3[CH:26]=[CH:25][C:24]([C:27]#[N:28])=[CH:23][CH:22]=3)[CH:20]=1)[CH2:11]2)=O)(C)(C)C.C(O)(C(F)(F)F)=O.[NH4+].[OH-], predict the reaction product. The product is: [C:27]([C:24]1[CH:23]=[CH:22][C:21]([C:19]2[CH:20]=[C:15]([CH:10]3[CH2:11][CH:12]4[NH:8][CH:9]3[CH2:14][CH2:13]4)[CH:16]=[N:17][C:18]=2[F:29])=[CH:26][CH:25]=1)#[N:28]. (2) Given the reactants CO[C:3]([CH2:5][CH2:6][C@H:7]([NH2:11])[C:8]([OH:10])=[O:9])=[O:4].C(CC(=O)C)(=O)C.[CH2:19]([N:23](CCCC)CCCC)[CH2:20]CC.C(N)C, predict the reaction product. The product is: [NH2:11][C@H:7]([C:8]([OH:10])=[O:9])[CH2:6][CH2:5][C:3]([NH:23][CH2:19][CH3:20])=[O:4]. (3) Given the reactants COC1C=[C:5]2[C:10](=NC=1)[N:9]=[CH:8][CH:7]=[C:6]2[N:13]1[CH2:18][CH2:17][CH:16]([CH2:19][CH2:20][NH2:21])[CH2:15][CH2:14]1.[CH:22]1[CH:22]=[CH:27][C:26]2[N:28](O)N=[N:28][C:26]=2[CH:27]=1.C(Cl)CCl.C(N(C(C)C)CC)(C)C.[O:45]=[C:46]1[CH2:51][S:50][C:49]2[CH:52]=[CH:53][C:54]([C:56]([OH:58])=O)=[N:55][C:48]=2[NH:47]1.CN([CH:62]=[O:63])C, predict the reaction product. The product is: [CH3:62][O:63][C:26]1[N:28]=[C:5]2[C:10](=[CH:22][CH:27]=1)[N:9]=[CH:8][CH:7]=[C:6]2[N:13]1[CH2:14][CH2:15][CH:16]([CH2:19][CH2:20][NH:21][C:56]([C:54]2[CH:53]=[CH:52][C:49]3[S:50][CH2:51][C:46](=[O:45])[NH:47][C:48]=3[N:55]=2)=[O:58])[CH2:17][CH2:18]1.